Task: Regression. Given a peptide amino acid sequence and an MHC pseudo amino acid sequence, predict their binding affinity value. This is MHC class I binding data.. Dataset: Peptide-MHC class I binding affinity with 185,985 pairs from IEDB/IMGT (1) The peptide sequence is KSQVLQQSTY. The MHC is HLA-A24:02 with pseudo-sequence HLA-A24:02. The binding affinity (normalized) is 0. (2) The peptide sequence is ITPSYVAF. The MHC is H-2-Db with pseudo-sequence H-2-Db. The binding affinity (normalized) is 0. (3) The peptide sequence is RASHFRKLF. The MHC is HLA-B39:01 with pseudo-sequence HLA-B39:01. The binding affinity (normalized) is 0.0847. (4) The peptide sequence is SPRTLNAWV. The MHC is HLA-A03:01 with pseudo-sequence HLA-A03:01. The binding affinity (normalized) is 0.